This data is from Forward reaction prediction with 1.9M reactions from USPTO patents (1976-2016). The task is: Predict the product of the given reaction. (1) The product is: [OH:1][CH2:2][CH:3]1[CH2:7][CH:6]([N:8]2[CH:13]=[CH:12][N:11]=[C:10]([C:14]([NH2:19])=[O:15])[C:9]2=[O:18])[CH:5]=[CH:4]1. Given the reactants [OH:1][CH2:2][CH:3]1[CH2:7][CH:6]([N:8]2[CH:13]=[CH:12][N:11]=[C:10]([C:14](OC)=[O:15])[C:9]2=[O:18])[CH:5]=[CH:4]1.[NH3:19], predict the reaction product. (2) Given the reactants [Cl:1][C:2]1[CH:3]=[CH:4][C:5]([C:36]#[N:37])=[C:6]([C:8]2[C:13]([CH:14]([F:16])[F:15])=[CH:12][N:11]([CH:17]([CH3:34])[C:18]([NH:20][C:21]3[CH:33]=[CH:32][C:24]([C:25]([O:27]C(C)(C)C)=[O:26])=[CH:23][CH:22]=3)=[O:19])[C:10](=[O:35])[CH:9]=2)[CH:7]=1.C(O)(C(F)(F)F)=O, predict the reaction product. The product is: [Cl:1][C:2]1[CH:3]=[CH:4][C:5]([C:36]#[N:37])=[C:6]([C:8]2[C:13]([CH:14]([F:16])[F:15])=[CH:12][N:11]([CH:17]([CH3:34])[C:18]([NH:20][C:21]3[CH:33]=[CH:32][C:24]([C:25]([OH:27])=[O:26])=[CH:23][CH:22]=3)=[O:19])[C:10](=[O:35])[CH:9]=2)[CH:7]=1.